From a dataset of Full USPTO retrosynthesis dataset with 1.9M reactions from patents (1976-2016). Predict the reactants needed to synthesize the given product. Given the product [C:63]1(=[O:68])[N:62]([O:8][C:7](=[O:9])[C:6]2[CH:5]=[CH:4][C:3]([C:2]([OH:1])([C:18]3[CH:23]=[CH:22][CH:21]=[C:20]([O:24][CH2:25][CH2:26][CH2:27][NH:28][C:29](=[O:51])[CH2:30][CH2:31][CH2:32][CH2:33][CH2:34][NH:35][C:36](=[O:50])[CH2:37][CH2:38][CH2:39][CH2:40][CH:41]4[CH:48]5[CH:44]([NH:45][C:46](=[O:49])[NH:47]5)[CH2:43][S:42]4)[CH:19]=3)[C:12]3[CH:17]=[CH:16][CH:15]=[CH:14][CH:13]=3)=[CH:11][CH:10]=2)[C:66](=[O:67])[CH2:65][CH2:64]1, predict the reactants needed to synthesize it. The reactants are: [OH:1][C:2]([C:18]1[CH:23]=[CH:22][CH:21]=[C:20]([O:24][CH2:25][CH2:26][CH2:27][NH:28][C:29](=[O:51])[CH2:30][CH2:31][CH2:32][CH2:33][CH2:34][NH:35][C:36](=[O:50])[CH2:37][CH2:38][CH2:39][CH2:40][CH:41]2[CH:48]3[CH:44]([NH:45][C:46](=[O:49])[NH:47]3)[CH2:43][S:42]2)[CH:19]=1)([C:12]1[CH:17]=[CH:16][CH:15]=[CH:14][CH:13]=1)[C:3]1[CH:11]=[CH:10][C:6]([C:7]([OH:9])=[O:8])=[CH:5][CH:4]=1.C(N=C=NC(C)C)(C)C.O[N:62]1[C:66](=[O:67])[CH2:65][CH2:64][C:63]1=[O:68].